Predict the product of the given reaction. From a dataset of Forward reaction prediction with 1.9M reactions from USPTO patents (1976-2016). (1) Given the reactants [CH2:1]([O:3][C:4](=[O:17])[CH2:5][C:6]1[CH:11]=[C:10]([OH:12])[CH:9]=[CH:8][C:7]=1[C:13]([F:16])([F:15])[F:14])[CH3:2].[Br:18][C:19]1[CH:20]=[CH:21][C:22](F)=[C:23]([CH:26]=1)[CH:24]=[O:25], predict the reaction product. The product is: [CH2:1]([O:3][C:4](=[O:17])[CH2:5][C:6]1[CH:11]=[C:10]([O:12][C:22]2[CH:21]=[CH:20][C:19]([Br:18])=[CH:26][C:23]=2[CH:24]=[O:25])[CH:9]=[CH:8][C:7]=1[C:13]([F:15])([F:16])[F:14])[CH3:2]. (2) Given the reactants [C:1]([O:5][C:6]([N:8]1[CH2:16][C:15]2[C:10](=[CH:11][CH:12]=[C:13](Br)[CH:14]=2)[CH2:9]1)=[O:7])([CH3:4])([CH3:3])[CH3:2].CC(C)([O-])C.[Na+].[CH2:24]([SH:26])[CH3:25], predict the reaction product. The product is: [C:1]([O:5][C:6]([N:8]1[CH2:16][C:15]2[C:10](=[CH:11][CH:12]=[C:13]([S:26][CH2:24][CH3:25])[CH:14]=2)[CH2:9]1)=[O:7])([CH3:4])([CH3:3])[CH3:2]. (3) Given the reactants N#N.Br[C:4]1[CH:9]=[CH:8][CH:7]=[C:6]([Br:10])[N:5]=1.[Li]CCCC.[NH4+].[Cl-].[CH3:18][CH2:19][O:20]CC, predict the reaction product. The product is: [Br:10][C:6]1[N:5]=[C:4]([C:19](=[O:20])[CH3:18])[CH:9]=[CH:8][CH:7]=1.